From a dataset of Forward reaction prediction with 1.9M reactions from USPTO patents (1976-2016). Predict the product of the given reaction. (1) Given the reactants [NH2:1][CH2:2][CH2:3][NH:4][C:5](=[O:7])[CH3:6].[CH3:8][C:9]1[C:14]([CH2:15][C:16]2[CH:21]=[CH:20][CH:19]=[CH:18][C:17]=2[CH3:22])=[C:13]([CH3:23])[N:12]2[N:24]=[CH:25][C:26]([C:27](O)=[O:28])=[C:11]2[N:10]=1, predict the reaction product. The product is: [C:5]([NH:4][CH2:3][CH2:2][NH:1][C:27]([C:26]1[CH:25]=[N:24][N:12]2[C:13]([CH3:23])=[C:14]([CH2:15][C:16]3[CH:21]=[CH:20][CH:19]=[CH:18][C:17]=3[CH3:22])[C:9]([CH3:8])=[N:10][C:11]=12)=[O:28])(=[O:7])[CH3:6]. (2) The product is: [NH2:13][C:8]1[CH:7]=[C:6]2[C:11](=[C:10]([F:12])[CH:9]=1)[N:3]([CH2:1][CH3:2])[C:4](=[O:16])[CH2:5]2. Given the reactants [CH2:1]([N:3]1[C:11]2[C:6](=[CH:7][C:8]([N+:13]([O-])=O)=[CH:9][C:10]=2[F:12])[CH2:5][C:4]1=[O:16])[CH3:2].[Cl-].[NH4+], predict the reaction product. (3) Given the reactants [Br:1][C:2]1[C:3]([C:11]2[CH:16]=[CH:15][CH:14]=[CH:13][CH:12]=2)=[N:4][NH:5][C:6]=1[C:7]([F:10])([F:9])[F:8].C([O-])([O-])=O.[K+].[K+].Cl[CH2:24][C:25]([N:27]1[CH2:32][CH2:31][N:30]([C:33]2[CH:38]=[CH:37][C:36]([Cl:39])=[C:35]([O:40][CH3:41])[CH:34]=2)[CH2:29][CH2:28]1)=[O:26].CN(C=O)C, predict the reaction product. The product is: [Cl:39][C:36]1[CH:37]=[CH:38][C:33]([N:30]2[CH2:31][CH2:32][N:27]([C:25](=[O:26])[CH2:24][N:5]3[C:6]([C:7]([F:8])([F:10])[F:9])=[C:2]([Br:1])[C:3]([C:11]4[CH:12]=[CH:13][CH:14]=[CH:15][CH:16]=4)=[N:4]3)[CH2:28][CH2:29]2)=[CH:34][C:35]=1[O:40][CH3:41].